Dataset: TCR-epitope binding with 47,182 pairs between 192 epitopes and 23,139 TCRs. Task: Binary Classification. Given a T-cell receptor sequence (or CDR3 region) and an epitope sequence, predict whether binding occurs between them. (1) The epitope is KTSVDCTMYI. The TCR CDR3 sequence is CASSPGTGPNEQFF. Result: 1 (the TCR binds to the epitope). (2) The epitope is ELAGIGILTV. The TCR CDR3 sequence is CASSIGQAIYGYTF. Result: 1 (the TCR binds to the epitope).